From a dataset of Peptide-MHC class I binding affinity with 185,985 pairs from IEDB/IMGT. Regression. Given a peptide amino acid sequence and an MHC pseudo amino acid sequence, predict their binding affinity value. This is MHC class I binding data. (1) The peptide sequence is GLAAEWVLAY. The MHC is HLA-A23:01 with pseudo-sequence HLA-A23:01. The binding affinity (normalized) is 0. (2) The peptide sequence is HSRRSRRSL. The MHC is HLA-B35:01 with pseudo-sequence HLA-B35:01. The binding affinity (normalized) is 0.0847. (3) The peptide sequence is NIILSKIPY. The MHC is HLA-A31:01 with pseudo-sequence HLA-A31:01. The binding affinity (normalized) is 0.0776.